Dataset: HIV replication inhibition screening data with 41,000+ compounds from the AIDS Antiviral Screen. Task: Binary Classification. Given a drug SMILES string, predict its activity (active/inactive) in a high-throughput screening assay against a specified biological target. (1) The compound is C=C1CCC23CC(CCC2C12CC(c1ccoc1)OC2=O)OC3=O. The result is 0 (inactive). (2) The compound is Cc1ccc(S(=O)(=O)Nc2ccccc2SSc2ccccc2NS(=O)(=O)c2ccc(C)cc2)cc1. The result is 0 (inactive). (3) The compound is CN(C)CCNC(=O)Cn1ccc(=O)c2ccc([N+](=O)[O-])cc21.Cl. The result is 0 (inactive). (4) The compound is Nc1c(-c2nc3ccccc3[nH]2)sc(=S)n1-c1ccccc1. The result is 0 (inactive). (5) The compound is N#CC(=CNC(=S)NN=C1C(=O)Nc2ccccc21)c1nc2ccccc2s1. The result is 0 (inactive). (6) The result is 0 (inactive). The molecule is O=CCC12CC(=O)OC(C=CC13OCCO3)C2. (7) The compound is CCN(CC)c1ccc(N=Nc2ccc(-c3nc4ccc[n+](C)c4o3)cc2)cc1.[I-]. The result is 0 (inactive). (8) The molecule is CCOC(=O)CCC(NC(=O)OCc1ccccc1)C(=O)NC(CCC(=O)OCC)C(=O)NC(CCC(=O)OCC)C(=O)NC(CCC(=O)OCC)C(=O)NC(CCC(=O)OCC)C(=O)OCC. The result is 0 (inactive). (9) The compound is COc1ccc(CC=C(C)CCO)cc1. The result is 0 (inactive). (10) The molecule is Cc1ccccc1SC[c-]1nc2ccccc2c(C)[n+]1=O. The result is 1 (active).